This data is from Full USPTO retrosynthesis dataset with 1.9M reactions from patents (1976-2016). The task is: Predict the reactants needed to synthesize the given product. (1) Given the product [CH3:1][Si:2]([CH3:19])([CH3:18])[CH2:3][CH2:4][O:5][C:6](=[O:7])[NH:37][C:33]1[CH:32]=[C:31]([NH2:38])[C:30]([F:29])=[CH:35][C:34]=1[CH3:36], predict the reactants needed to synthesize it. The reactants are: [CH3:1][Si:2]([CH3:19])([CH3:18])[CH2:3][CH2:4][O:5][C:6](=O)[O:7]C1C=CC([N+]([O-])=O)=CC=1.CCN(C(C)C)C(C)C.[F:29][C:30]1[CH:35]=[C:34]([CH3:36])[C:33]([NH2:37])=[CH:32][C:31]=1[NH2:38]. (2) Given the product [OH:16][C:13]1[CH:14]=[CH:15][C:10]([CH:7]2[CH2:8][CH2:9][C:4](=[CH:29][C:30]([O:23][CH2:17][CH3:22])=[O:31])[CH2:5][CH2:6]2)=[CH:11][CH:12]=1, predict the reactants needed to synthesize it. The reactants are: [H-].[Na+].O[C:4]1[CH:9]=[CH:8][C:7]([CH:10]2[CH2:15][CH2:14][C:13](=[O:16])[CH2:12][CH2:11]2)=[CH:6][CH:5]=1.[C:17]1(=[O:23])[CH2:22]CCCC1.P(=O)([O-])[O-].C1C[O:31][CH2:30][CH2:29]1. (3) Given the product [CH3:1][O:2][C:3]1[CH:4]=[CH:5][C:6]2[NH:12][C:11](=[O:13])[N:10]([CH:14]3[CH2:19][CH2:18][N:17]([C:22]4[CH:23]=[C:24]([O:29][C:30]5[CH:39]=[C:38]([CH3:40])[C:33]6[NH:34][C:35](=[O:37])[O:36][C:32]=6[CH:31]=5)[N:25]=[C:26]([CH3:28])[N:27]=4)[CH2:16][CH2:15]3)[CH2:9][CH2:8][C:7]=2[CH:20]=1, predict the reactants needed to synthesize it. The reactants are: [CH3:1][O:2][C:3]1[CH:4]=[CH:5][C:6]2[NH:12][C:11](=[O:13])[N:10]([CH:14]3[CH2:19][CH2:18][NH:17][CH2:16][CH2:15]3)[CH2:9][CH2:8][C:7]=2[CH:20]=1.Cl[C:22]1[N:27]=[C:26]([CH3:28])[N:25]=[C:24]([O:29][C:30]2[CH:39]=[C:38]([CH3:40])[C:33]3[NH:34][C:35](=[O:37])[O:36][C:32]=3[CH:31]=2)[CH:23]=1.CCN(C(C)C)C(C)C. (4) Given the product [ClH:48].[CH:30]1([C:27]2[CH:28]=[CH:29][C:24]([CH2:23][O:22][C:18]3[CH:17]=[C:16]4[C:21](=[CH:20][CH:19]=3)[N:13]([C:11](=[O:12])[CH2:10][NH:9][CH2:8][CH2:7][C:6]([OH:47])=[O:5])[CH2:14][CH2:15]4)=[C:25]([C:36]([F:39])([F:37])[F:38])[CH:26]=2)[CH2:35][CH2:34][CH2:33][CH2:32][CH2:31]1, predict the reactants needed to synthesize it. The reactants are: C([O:5][C:6](=[O:47])[CH2:7][CH2:8][N:9](C(OC(C)(C)C)=O)[CH2:10][C:11]([N:13]1[C:21]2[C:16](=[CH:17][C:18]([O:22][CH2:23][C:24]3[CH:29]=[CH:28][C:27]([CH:30]4[CH2:35][CH2:34][CH2:33][CH2:32][CH2:31]4)=[CH:26][C:25]=3[C:36]([F:39])([F:38])[F:37])=[CH:19][CH:20]=2)[CH2:15][CH2:14]1)=[O:12])(C)(C)C.[ClH:48].O1CCOCC1. (5) Given the product [I:15][CH2:2][CH2:3][CH2:4][N:5]1[C:9]2[CH:10]=[CH:11][CH:12]=[CH:13][C:8]=2[O:7][C:6]1=[O:14], predict the reactants needed to synthesize it. The reactants are: Cl[CH2:2][CH2:3][CH2:4][N:5]1[C:9]2[CH:10]=[CH:11][CH:12]=[CH:13][C:8]=2[O:7][C:6]1=[O:14].[I-:15].[Na+]. (6) Given the product [C:17]([O:21][C:22]([NH:2][C@@H:3]([CH2:8][C:9]1[CH:14]=[CH:13][CH:12]=[CH:11][CH:10]=1)[C@@H:4]([OH:7])[CH2:5][Cl:6])=[O:23])([CH3:20])([CH3:19])[CH3:18], predict the reactants needed to synthesize it. The reactants are: Cl.[NH2:2][C@@H:3]([CH2:8][C:9]1[CH:14]=[CH:13][CH:12]=[CH:11][CH:10]=1)[C@@H:4]([OH:7])[CH2:5][Cl:6].[OH-].[Na+].[C:17]([O:21][C:22](O[C:22]([O:21][C:17]([CH3:20])([CH3:19])[CH3:18])=[O:23])=[O:23])([CH3:20])([CH3:19])[CH3:18].